Dataset: Reaction yield outcomes from USPTO patents with 853,638 reactions. Task: Predict the reaction yield, written as a fraction of the theoretical maximum amount of product (1.0 means a 100% yield; for example, 0.34 means a 34% yield). (1) The reactants are Cl.[O:2]=[C:3]1[NH:12][C:11]2[N:10]=[CH:9][C:8](/[CH:13]=[CH:14]/[C:15]([OH:17])=O)=[CH:7][C:6]=2[CH2:5][CH2:4]1.[CH3:18][CH2:19][CH2:20][CH:21]1[CH2:26][CH2:25][NH:24][CH2:23][CH2:22]1.CCN(C(C)C)C(C)C.CCN=C=NCCCN(C)C. The catalyst is CN(C=O)C. The product is [O:17]=[C:15]([N:24]1[CH2:25][CH2:26][CH:21]([CH2:20][CH2:19][CH3:18])[CH2:22][CH2:23]1)/[CH:14]=[CH:13]/[C:8]1[CH:7]=[C:6]2[C:11](=[N:10][CH:9]=1)[NH:12][C:3](=[O:2])[CH2:4][CH2:5]2. The yield is 0.380. (2) The reactants are [F:1][C:2]1[CH:19]=[CH:18][CH:17]=[CH:16][C:3]=1[CH2:4][N:5]1[C:10](=[O:11])[CH2:9][S:8][C:7]2[CH:12]=[CH:13][CH:14]=[CH:15][C:6]1=2.[CH:20]([C:22]1[CH:31]=[CH:30][C:25]([C:26]([O:28]C)=[O:27])=[CH:24][CH:23]=1)=O.CC[O-].[Na+].Cl. The catalyst is C1COCC1. The product is [F:1][C:2]1[CH:19]=[CH:18][CH:17]=[CH:16][C:3]=1[CH2:4][N:5]1[C:10](=[O:11])/[C:9](=[CH:20]/[C:22]2[CH:31]=[CH:30][C:25]([C:26]([OH:28])=[O:27])=[CH:24][CH:23]=2)/[S:8][C:7]2[CH:12]=[CH:13][CH:14]=[CH:15][C:6]1=2. The yield is 0.710.